Dataset: Catalyst prediction with 721,799 reactions and 888 catalyst types from USPTO. Task: Predict which catalyst facilitates the given reaction. (1) Reactant: [BH4-].[Na+].[C:3]([O:6][CH2:7][CH2:8][N:9]([CH2:26][CH2:27][CH2:28][CH2:29][N:30]([CH2:34][CH2:35][CH3:36])[CH2:31][CH2:32][CH3:33])[CH2:10][C:11]1[CH:16]=[CH:15][C:14]([CH2:17][N:18]=[CH:19][C:20]2[N:21]([CH3:25])[CH:22]=[CH:23][N:24]=2)=[CH:13][CH:12]=1)(=[O:5])[CH3:4].Cl.[OH-].[Na+]. Product: [C:3]([O:6][CH2:7][CH2:8][N:9]([CH2:26][CH2:27][CH2:28][CH2:29][N:30]([CH2:31][CH2:32][CH3:33])[CH2:34][CH2:35][CH3:36])[CH2:10][C:11]1[CH:12]=[CH:13][C:14]([CH2:17][NH:18][CH2:19][C:20]2[N:21]([CH3:25])[CH:22]=[CH:23][N:24]=2)=[CH:15][CH:16]=1)(=[O:5])[CH3:4]. The catalyst class is: 548. (2) Reactant: [CH2:1]([O:3][C@@H:4]([CH2:10][C:11]1[CH:16]=[CH:15][C:14]([OH:17])=[CH:13][CH:12]=1)[C:5]([O:7][CH2:8][CH3:9])=[O:6])[CH3:2].Br[CH2:19][C:20]([C:22]1[CH:27]=[CH:26][CH:25]=[C:24]([O:28][CH3:29])[CH:23]=1)=[O:21].C(=O)([O-])[O-].[K+].[K+].O. Product: [CH2:1]([O:3][C@@H:4]([CH2:10][C:11]1[CH:12]=[CH:13][C:14]([O:17][CH2:19][C:20]([C:22]2[CH:27]=[CH:26][CH:25]=[C:24]([O:28][CH3:29])[CH:23]=2)=[O:21])=[CH:15][CH:16]=1)[C:5]([O:7][CH2:8][CH3:9])=[O:6])[CH3:2]. The catalyst class is: 21. (3) Reactant: Br[CH2:2][C:3]([C:5]1[C:10](=[O:11])[NH:9][C:8]([CH3:12])=[C:7]([C:13]([O:15][CH2:16][CH3:17])=[O:14])[CH:6]=1)=O.[CH3:18][S:19]([CH2:22][C:23]([NH2:25])=[S:24])(=[O:21])=[O:20]. Product: [CH3:18][S:19]([CH2:22][C:23]1[S:24][CH:2]=[C:3]([C:5]2[C:10](=[O:11])[NH:9][C:8]([CH3:12])=[C:7]([C:13]([O:15][CH2:16][CH3:17])=[O:14])[CH:6]=2)[N:25]=1)(=[O:21])=[O:20]. The catalyst class is: 14. (4) Reactant: [CH2:1]([O:8][C@H:9]1[CH2:14][C@H:13]2[CH2:15][C@@H:10]1[CH2:11][C@@H:12]2[OH:16])[C:2]1[CH:7]=[CH:6][CH:5]=[CH:4][CH:3]=1.[C:17]([Si:21](Cl)([C:28]1[CH:33]=[CH:32][CH:31]=[CH:30][CH:29]=1)[C:22]1[CH:27]=[CH:26][CH:25]=[CH:24][CH:23]=1)([CH3:20])([CH3:19])[CH3:18].N1C=CN=C1. Product: [CH2:1]([O:8][C@H:9]1[CH2:14][C@H:13]2[CH2:15][C@@H:10]1[CH2:11][C@@H:12]2[O:16][Si:21]([C:17]([CH3:20])([CH3:19])[CH3:18])([C:28]1[CH:29]=[CH:30][CH:31]=[CH:32][CH:33]=1)[C:22]1[CH:27]=[CH:26][CH:25]=[CH:24][CH:23]=1)[C:2]1[CH:3]=[CH:4][CH:5]=[CH:6][CH:7]=1. The catalyst class is: 3. (5) Reactant: [Cl:1][C:2]1[C:7]([CH3:8])=[CH:6][C:5]([NH:9][CH:10]2[CH2:15][CH2:14][N:13]([C@H:16]3[CH2:21][CH2:20][C@@H:19]([O:22][CH3:23])[CH2:18][CH2:17]3)[CH2:12][CH2:11]2)=[C:4]([N+:24]([O-])=O)[CH:3]=1.O.NN. Product: [NH2:24][C:4]1[CH:3]=[C:2]([Cl:1])[C:7]([CH3:8])=[CH:6][C:5]=1[NH:9][CH:10]1[CH2:11][CH2:12][N:13]([C@H:16]2[CH2:21][CH2:20][C@@H:19]([O:22][CH3:23])[CH2:18][CH2:17]2)[CH2:14][CH2:15]1. The catalyst class is: 171.